This data is from Forward reaction prediction with 1.9M reactions from USPTO patents (1976-2016). The task is: Predict the product of the given reaction. The product is: [C:20]1([C:24]2[CH:25]=[CH:26][CH:27]=[CH:28][CH:29]=2)[CH:21]=[CH:22][CH:23]=[C:18]([C:16]2[N:15]=[CH:14][N:13]=[C:12]([NH:11][C:8]3[CH:9]=[CH:10][C:5]([N:4]([CH2:30][CH3:31])[CH2:3][CH2:2][NH:1][C:47]([CH2:46][CH2:48][C:33]4([CH:34]=[CH:35][CH:36]=[CH:37][CH2:38]4)[C:32]([NH2:40])=[O:39])=[O:62])=[CH:6][CH:7]=3)[CH:17]=2)[CH:19]=1. Given the reactants [NH2:1][CH2:2][CH2:3][N:4]([CH2:30][CH3:31])[C:5]1[CH:10]=[CH:9][C:8]([NH:11][C:12]2[CH:17]=[C:16]([C:18]3[CH:19]=[C:20]([C:24]4[CH:29]=[CH:28][CH:27]=[CH:26][CH:25]=4)[CH:21]=[CH:22][CH:23]=3)[N:15]=[CH:14][N:13]=2)=[CH:7][CH:6]=1.[C:32]([NH:40][C@H](C(O)=O)C)(=[O:39])[C:33]1[CH:38]=[CH:37][CH:36]=[CH:35][CH:34]=1.[CH:46](N(C(C)C)CC)([CH3:48])[CH3:47].CN(C([O:62]N1N=NC2C=CC=CC1=2)=[N+](C)C)C.F[P-](F)(F)(F)(F)F.C([O-])(O)=O.[Na+], predict the reaction product.